From a dataset of Catalyst prediction with 721,799 reactions and 888 catalyst types from USPTO. Predict which catalyst facilitates the given reaction. (1) Reactant: [Br:1][C:2]1[CH:10]=[C:9]2[C:5]([CH2:6][CH2:7][C:8]2=O)=[C:4]([F:12])[CH:3]=1.C([SiH](CC)CC)C. Product: [Br:1][C:2]1[CH:10]=[C:9]2[C:5]([CH2:6][CH2:7][CH2:8]2)=[C:4]([F:12])[CH:3]=1. The catalyst class is: 55. (2) Reactant: [H-].[Na+].[C:3]([C:6]1[CH:11]=[CH:10][CH:9]=[CH:8][CH:7]=1)(=[O:5])[CH3:4].Cl[C:13]1[C:18]([Cl:19])=[CH:17][C:16]([C:20]([F:23])([F:22])[F:21])=[CH:15][N:14]=1.Cl. Product: [Cl:19][C:18]1[C:13]([CH2:4][C:3]([C:6]2[CH:11]=[CH:10][CH:9]=[CH:8][CH:7]=2)=[O:5])=[N:14][CH:15]=[C:16]([C:20]([F:22])([F:21])[F:23])[CH:17]=1. The catalyst class is: 216. (3) Product: [F:37][C:21]([F:20])([F:36])[C:22]1[CH:27]=[CH:26][C:25]([C:28]([F:31])([F:30])[F:29])=[CH:24][C:23]=1[S:32]([N:8]1[CH2:9][CH2:10][CH2:11][C:6]2([C:2](=[O:12])[NH:3][CH2:4][CH2:5]2)[CH2:7]1)(=[O:34])=[O:33]. Reactant: Cl.[C:2]1(=[O:12])[C:6]2([CH2:11][CH2:10][CH2:9][NH:8][CH2:7]2)[CH2:5][CH2:4][NH:3]1.C(N(CC)CC)C.[F:20][C:21]([F:37])([F:36])[C:22]1[CH:27]=[CH:26][C:25]([C:28]([F:31])([F:30])[F:29])=[CH:24][C:23]=1[S:32](Cl)(=[O:34])=[O:33]. The catalyst class is: 4. (4) Reactant: [CH:1]1[C:9]2[C:8]3[CH:10]=[CH:11][CH:12]=[CH:13][C:7]=3[O:6][C:5]=2[CH:4]=[C:3]([S:14]([Cl:17])(=[O:16])=[O:15])[CH:2]=1.[Br:18]Br. Product: [Br:18][C:11]1[CH:12]=[CH:13][C:7]2[O:6][C:5]3[CH:4]=[C:3]([S:14]([Cl:17])(=[O:16])=[O:15])[CH:2]=[CH:1][C:9]=3[C:8]=2[CH:10]=1. The catalyst class is: 15.